The task is: Predict the reaction yield, written as a fraction of the theoretical maximum amount of product (1.0 means a 100% yield; for example, 0.34 means a 34% yield).. This data is from Reaction yield outcomes from USPTO patents with 853,638 reactions. (1) The reactants are Cl[C:2]1[CH:7]=[CH:6][NH:5][C:4](=[O:8])[C:3]=1[N+:9]([O-:11])=[O:10].[C:12]([O:16][C:17](=[O:24])[NH:18][C@@H:19]([CH2:22][SH:23])[CH2:20][OH:21])([CH3:15])([CH3:14])[CH3:13]. The catalyst is CCO. The product is [C:12]([O:16][C:17](=[O:24])[NH:18][C@@H:19]([CH2:22][S:23][C:2]1[CH:7]=[CH:6][NH:5][C:4](=[O:8])[C:3]=1[N+:9]([O-:11])=[O:10])[CH2:20][OH:21])([CH3:15])([CH3:13])[CH3:14]. The yield is 0.690. (2) The reactants are [C:1]([O:5][C:6]([N:8]1[C:13]2[CH:14]=[C:15]([Cl:21])[C:16]([N:18]([CH3:20])[CH3:19])=[CH:17][C:12]=2[O:11][CH:10]([C:22](O)=[O:23])[CH2:9]1)=[O:7])([CH3:4])([CH3:3])[CH3:2].CCN(C(C)C)C(C)C.CCN=C=NCCCN(C)C.C1C=CC2N(O)N=NC=2C=1.[F:55][C:56]([F:72])([C:65]1[CH:70]=[CH:69][C:68]([F:71])=[CH:67][CH:66]=1)[C:57]1([C:63]#[N:64])[CH2:62][CH2:61][NH:60][CH2:59][CH2:58]1. The product is [C:1]([O:5][C:6]([N:8]1[C:13]2[CH:14]=[C:15]([Cl:21])[C:16]([N:18]([CH3:20])[CH3:19])=[CH:17][C:12]=2[O:11][CH:10]([C:22]([N:60]2[CH2:61][CH2:62][C:57]([C:63]#[N:64])([C:56]([F:55])([F:72])[C:65]3[CH:70]=[CH:69][C:68]([F:71])=[CH:67][CH:66]=3)[CH2:58][CH2:59]2)=[O:23])[CH2:9]1)=[O:7])([CH3:2])([CH3:4])[CH3:3]. The catalyst is CN(C=O)C.O. The yield is 0.792. (3) The reactants are [CH:1]([C:4]1[CH:12]=[CH:11][C:7]([C:8]([OH:10])=[O:9])=[CH:6][CH:5]=1)([CH3:3])[CH3:2].OS(O)(=O)=O.[N+:18]([O-])([OH:20])=[O:19]. The catalyst is OS(O)(=O)=O. The product is [CH:1]([C:4]1[CH:12]=[CH:11][C:7]([C:8]([OH:10])=[O:9])=[CH:6][C:5]=1[N+:18]([O-:20])=[O:19])([CH3:3])[CH3:2]. The yield is 0.910. (4) The reactants are [CH:1]([N:4]1[C:9]2=[N:10][C:11]([C:14]3[C:15]([CH3:31])=[N:16][C:17]([C:20]4[N:24](C5CCCCO5)[CH:23]=[N:22][N:21]=4)=[CH:18][CH:19]=3)=[CH:12][N:13]=[C:8]2[NH:7][CH2:6][C:5]1=[O:32])([CH3:3])[CH3:2].BrC1C(C)=NC(C2N=CN(C3CCCCO3)N=2)=CC=1.C(N1C2=NC([Sn](C)(C)C)=CN=C2NCC1=O)(C)C.C1(C)C=CC=CC=1P(C1C=CC=CC=1C)C1C=CC=CC=1C.C(N(CC)CC)C. The catalyst is C1C=CC(/C=C/C(/C=C/C2C=CC=CC=2)=O)=CC=1.C1C=CC(/C=C/C(/C=C/C2C=CC=CC=2)=O)=CC=1.C1C=CC(/C=C/C(/C=C/C2C=CC=CC=2)=O)=CC=1.[Pd].[Pd].CN(C)C=O. The yield is 0.667. The product is [CH:1]([N:4]1[C:9]2=[N:10][C:11]([C:14]3[C:15]([CH3:31])=[N:16][C:17]([C:20]4[NH:24][CH:23]=[N:22][N:21]=4)=[CH:18][CH:19]=3)=[CH:12][N:13]=[C:8]2[NH:7][CH2:6][C:5]1=[O:32])([CH3:3])[CH3:2]. (5) The reactants are [CH:1]([P:3](=[O:14])([CH:12]=[CH2:13])[CH2:4][C:5]1[CH:10]=[CH:9][C:8]([F:11])=[CH:7][CH:6]=1)=[CH2:2].[CH2:15]([NH2:22])[C:16]1[CH:21]=[CH:20][CH:19]=[CH:18][CH:17]=1. The catalyst is C1COCC1.O. The product is [CH2:15]([N:22]1[CH2:13][CH2:12][P:3](=[O:14])([CH2:4][C:5]2[CH:10]=[CH:9][C:8]([F:11])=[CH:7][CH:6]=2)[CH2:1][CH2:2]1)[C:16]1[CH:21]=[CH:20][CH:19]=[CH:18][CH:17]=1. The yield is 0.770. (6) The reactants are O[C:2]1[C:7]([CH3:8])=[N:6][N:5]([CH3:9])[C:4](=[O:10])[CH:3]=1.O=P(Cl)(Cl)[Cl:13]. No catalyst specified. The product is [Cl:13][C:2]1[C:7]([CH3:8])=[N:6][N:5]([CH3:9])[C:4](=[O:10])[CH:3]=1. The yield is 0.700.